This data is from Catalyst prediction with 721,799 reactions and 888 catalyst types from USPTO. The task is: Predict which catalyst facilitates the given reaction. (1) Reactant: [N+:1]([C:4]1[CH:9]=[CH:8][C:7]([F:10])=[CH:6][C:5]=1[OH:11])([O-:3])=[O:2].Br[C:13]([F:20])([F:19])[C:14]([N:16]([CH3:18])[CH3:17])=[O:15].C([O-])([O-])=O.[Na+].[Na+].O. Product: [F:19][C:13]([F:20])([O:11][C:5]1[CH:6]=[C:7]([F:10])[CH:8]=[CH:9][C:4]=1[N+:1]([O-:3])=[O:2])[C:14]([N:16]([CH3:18])[CH3:17])=[O:15]. The catalyst class is: 44. (2) Reactant: [O:1]1[CH:6]=[CH:5][CH2:4][CH2:3][CH2:2]1.S(C1C=CC(C)=CC=1)([O-])(=O)=O.[NH+]1C=CC=CC=1.[Cl:24][C:25]1[N:30]=[C:29]([O:31][C@H:32]([CH3:37])[C:33]([CH3:36])([OH:35])[CH3:34])[C:28]([I:38])=[CH:27][N:26]=1. Product: [Cl:24][C:25]1[N:30]=[C:29]([O:31][C@H:32]([CH3:37])[C:33]([CH3:34])([O:35][CH:6]2[CH2:5][CH2:4][CH2:3][CH2:2][O:1]2)[CH3:36])[C:28]([I:38])=[CH:27][N:26]=1. The catalyst class is: 2. (3) Reactant: [CH3:1][O:2][C:3]1[CH:8]=[CH:7][C:6]([N:9]([CH3:20])[C:10]2[C:11]3[CH:19]=[CH:18][S:17][C:12]=3[N:13]=[C:14]([CH3:16])[N:15]=2)=[CH:5][CH:4]=1.C(O)(C)C.[ClH:25]. Product: [Cl:25][C:10]1[C:11]2[CH:19]=[CH:18][S:17][C:12]=2[N:13]=[C:14]([CH3:16])[N:15]=1.[CH3:10][NH:9][C:6]1[CH:7]=[CH:8][C:3]([O:2][CH3:1])=[CH:4][CH:5]=1.[CH3:1][O:2][C:3]1[CH:8]=[CH:7][C:6]([N:9]([CH3:20])[C:10]2[C:11]3[CH:19]=[CH:18][S:17][C:12]=3[N:13]=[C:14]([CH3:16])[N:15]=2)=[CH:5][CH:4]=1. The catalyst class is: 28. (4) Reactant: [C:1]1([C:7](=[CH2:11])[C:8](O)=[O:9])[CH:6]=[CH:5][CH:4]=[CH:3][CH:2]=1.S(Cl)([Cl:14])=O.C(C1C=CC=C(O)C=1O)(C)(C)C. Product: [C:1]1([C:7](=[CH2:11])[C:8]([Cl:14])=[O:9])[CH:6]=[CH:5][CH:4]=[CH:3][CH:2]=1. The catalyst class is: 3. (5) Reactant: [CH2:1]1[CH:5]2[CH:6]3[CH:10]=[CH:9][CH:8]([CH:4]2[CH:3]=[CH:2]1)[CH2:7]3. Product: [CH2:1]1[CH:5]2[C@@H:6]3[CH:10]=[CH:9][C@H:8]([CH:4]2[CH:3]=[CH:2]1)[CH2:7]3. The catalyst class is: 2. (6) Reactant: Cl.[Cl:2][C:3]1[CH:4]=[N+:5]([O-:35])[CH:6]=[C:7]([Cl:34])[C:8]=1[CH2:9][C@@H:10]([C:19]1[CH:24]=[CH:23][C:22]([O:25][CH:26]([F:28])[F:27])=[C:21]([O:29][CH2:30][CH:31]2[CH2:33][CH2:32]2)[CH:20]=1)[O:11][C:12]([C@H:14]1[NH:18][CH2:17][CH2:16][S:15]1)=[O:13].[CH:36]([C:38]1[CH:39]=[C:40]([CH:44]=[CH:45][CH:46]=1)[C:41]([OH:43])=[O:42])=O.CC(O)=O.C(O[BH-](OC(=O)C)OC(=O)C)(=O)C.[Na+].Cl. Product: [C:41]([C:40]1[CH:39]=[C:38]([CH:46]=[CH:45][CH:44]=1)[CH2:36][N:18]1[CH2:17][CH2:16][S:15][C@H:14]1[C:12]([O:11][C@H:10]([C:19]1[CH:24]=[CH:23][C:22]([O:25][CH:26]([F:28])[F:27])=[C:21]([O:29][CH2:30][CH:31]2[CH2:33][CH2:32]2)[CH:20]=1)[CH2:9][C:8]1[C:7]([Cl:34])=[CH:6][N+:5]([O-:35])=[CH:4][C:3]=1[Cl:2])=[O:13])([OH:43])=[O:42]. The catalyst class is: 2. (7) Reactant: [NH2:1][C:2]1[N:7]=[CH:6][N:5]=[C:4]2[NH:8][N:9]=[C:10]([C:11]3[CH:16]=[CH:15][C:14]([O:17][C:18]4[CH:23]=[CH:22][CH:21]=[CH:20][CH:19]=4)=[CH:13][CH:12]=3)[C:3]=12.S([O-])(=O)(=O)C.C(=O)([O-])[O-].[Cs+].[Cs+].[CH3:35][N:36]([CH:38]=[O:39])[CH3:37]. Product: [NH2:1][C:2]1[N:7]=[CH:6][N:5]=[C:4]2[N:8]([CH:10]3[CH2:11][CH2:12][CH2:37][N:36]([C:38](=[O:39])[CH2:3][C:2]#[N:1])[CH2:35]3)[N:9]=[C:10]([C:11]3[CH:12]=[CH:13][C:14]([O:17][C:18]4[CH:23]=[CH:22][CH:21]=[CH:20][CH:19]=4)=[CH:15][CH:16]=3)[C:3]=12. The catalyst class is: 6. (8) Reactant: [CH3:1][S:2]([C:5]1[CH:10]=[CH:9][C:8]([C:11]2[C:12]([O:22][C:23]3[CH:28]=[CH:27][C:26]([O:29][CH2:30][CH2:31][N:32]4[CH2:37][CH2:36][CH2:35][CH2:34][CH2:33]4)=[CH:25][CH:24]=3)=[C:13]3[C:18](=[CH:19][CH:20]=2)[CH:17]=[C:16]([OH:21])[CH:15]=[CH:14]3)=[CH:7][CH:6]=1)(=[O:4])=[O:3].C(OCC)C.CO.[ClH:45]. Product: [ClH:45].[CH3:1][S:2]([C:5]1[CH:6]=[CH:7][C:8]([C:11]2[C:12]([O:22][C:23]3[CH:28]=[CH:27][C:26]([O:29][CH2:30][CH2:31][N:32]4[CH2:37][CH2:36][CH2:35][CH2:34][CH2:33]4)=[CH:25][CH:24]=3)=[C:13]3[C:18](=[CH:19][CH:20]=2)[CH:17]=[C:16]([OH:21])[CH:15]=[CH:14]3)=[CH:9][CH:10]=1)(=[O:4])=[O:3]. The catalyst class is: 13.